Dataset: Reaction yield outcomes from USPTO patents with 853,638 reactions. Task: Predict the reaction yield, written as a fraction of the theoretical maximum amount of product (1.0 means a 100% yield; for example, 0.34 means a 34% yield). (1) The reactants are [O:1]=[C:2]([NH:8][C:9]1[CH:14]=[CH:13][CH:12]=[C:11]([C:15]([F:18])([F:17])[F:16])[CH:10]=1)[C:3]([O:5]CC)=O.[NH2:19][CH2:20][CH:21]([OH:23])[CH3:22]. The catalyst is C(O)C. The product is [OH:23][CH:21]([CH3:22])[CH2:20][NH:19][C:3](=[O:5])[C:2]([NH:8][C:9]1[CH:14]=[CH:13][CH:12]=[C:11]([C:15]([F:16])([F:17])[F:18])[CH:10]=1)=[O:1]. The yield is 0.843. (2) The reactants are Cl.[F:2][C@H:3]1[CH2:7][CH2:6][NH:5][CH2:4]1.[C:8]([NH:15][CH2:16][C:17](O)=[O:18])([O:10][C:11]([CH3:14])([CH3:13])[CH3:12])=[O:9].Cl.C(N=C=NCCCN(C)C)C.ON1C2C=CC=CC=2N=N1. The catalyst is O1CCCC1.C(N(CC)CC)C. The product is [F:2][C@H:3]1[CH2:7][CH2:6][N:5]([C:17](=[O:18])[CH2:16][NH:15][C:8](=[O:9])[O:10][C:11]([CH3:12])([CH3:13])[CH3:14])[CH2:4]1. The yield is 0.0930. (3) The reactants are [CH3:1][NH:2][CH3:3].[I:4][C:5]1[CH:10]=[CH:9][C:8]([S:11](Cl)(=[O:13])=[O:12])=[CH:7][CH:6]=1.O. The catalyst is N1C=CC=CC=1. The product is [I:4][C:5]1[CH:10]=[CH:9][C:8]([S:11]([N:2]([CH3:3])[CH3:1])(=[O:13])=[O:12])=[CH:7][CH:6]=1. The yield is 0.880. (4) The reactants are [Cl:1][C:2]1[CH:7]=[CH:6][CH:5]=[CH:4][C:3]=1[N:8]1[C:12]([S:13][C:14]2[CH:19]=[CH:18][C:17]([CH3:20])=[CH:16][N:15]=2)=[CH:11][C:10]([CH:21]=O)=[N:9]1.[CH3:23][NH2:24].CO.CO. The catalyst is O1CCCC1. The product is [Cl:1][C:2]1[CH:7]=[CH:6][CH:5]=[CH:4][C:3]=1[N:8]1[C:12]([S:13][C:14]2[CH:19]=[CH:18][C:17]([CH3:20])=[CH:16][N:15]=2)=[CH:11][C:10]([CH2:21][NH:24][CH3:23])=[N:9]1. The yield is 0.980.